From a dataset of Peptide-MHC class II binding affinity with 134,281 pairs from IEDB. Regression. Given a peptide amino acid sequence and an MHC pseudo amino acid sequence, predict their binding affinity value. This is MHC class II binding data. (1) The peptide sequence is GRYNCKCCWFADKNL. The MHC is DRB3_0101 with pseudo-sequence DRB3_0101. The binding affinity (normalized) is 0.463. (2) The peptide sequence is GNIVASVNMVSRLLL. The MHC is DRB1_0301 with pseudo-sequence DRB1_0301. The binding affinity (normalized) is 0.736. (3) The peptide sequence is EKKYFAATQFGPLAA. The MHC is HLA-DQA10501-DQB10301 with pseudo-sequence HLA-DQA10501-DQB10301. The binding affinity (normalized) is 0.344. (4) The peptide sequence is VEDEARRMWASAQNI. The MHC is DRB1_1302 with pseudo-sequence DRB1_1302. The binding affinity (normalized) is 0.420.